From a dataset of Full USPTO retrosynthesis dataset with 1.9M reactions from patents (1976-2016). Predict the reactants needed to synthesize the given product. Given the product [CH3:19][C:16]1([CH3:20])[O:15][CH2:14][C:13]([NH:21][C:22](=[O:28])[O:23][C:24]([CH3:27])([CH3:26])[CH3:25])([CH2:12][N:8]2[C:9]3[C:4](=[CH:3][C:2]([C:33]#[C:32][CH2:31][CH2:30][CH2:38][CH2:37][CH2:36][CH3:35])=[CH:11][CH:10]=3)[CH2:5][CH2:6][CH2:7]2)[CH2:18][O:17]1, predict the reactants needed to synthesize it. The reactants are: I[C:2]1[CH:3]=[C:4]2[C:9](=[CH:10][CH:11]=1)[N:8]([CH2:12][C:13]1([NH:21][C:22](=[O:28])[O:23][C:24]([CH3:27])([CH3:26])[CH3:25])[CH2:18][O:17][C:16]([CH3:20])([CH3:19])[O:15][CH2:14]1)[CH2:7][CH2:6][CH2:5]2.I[C:30]1[CH:31]=[C:32]2[C:36](=[CH:37][CH:38]=1)[CH2:35]N(C(C1C=CC=CC=1)(C1C=CC=CC=1)C1C=CC=CC=1)[CH2:33]2.